From a dataset of Full USPTO retrosynthesis dataset with 1.9M reactions from patents (1976-2016). Predict the reactants needed to synthesize the given product. (1) Given the product [N+:26]([C:23]1[CH:24]=[CH:25][C:20]([N:1]2[CH2:2][CH2:3][CH:4]([N:7]3[CH2:11][CH2:10][CH2:9][C:8]3=[O:12])[CH2:5][CH2:6]2)=[CH:21][CH:22]=1)([O-:28])=[O:27], predict the reactants needed to synthesize it. The reactants are: [NH:1]1[CH2:6][CH2:5][CH:4]([N:7]2[CH2:11][CH2:10][CH2:9][C:8]2=[O:12])[CH2:3][CH2:2]1.C([O-])([O-])=O.[K+].[K+].F[C:20]1[CH:25]=[CH:24][C:23]([N+:26]([O-:28])=[O:27])=[CH:22][CH:21]=1. (2) Given the product [F:1][C:2]1[CH:3]=[C:4]([C:8]2[C:17]3[C:12](=[CH:13][C:14]([O:18][CH3:19])=[CH:15][CH:16]=3)[C:11](=[O:20])[N:10]([CH2:32][C:33]([N:35]([CH3:46])[C:36]3[CH:45]=[CH:44][C:39]4[N:40]=[C:41]([CH3:43])[O:42][C:38]=4[CH:37]=3)=[O:34])[N:9]=2)[CH:5]=[CH:6][CH:7]=1, predict the reactants needed to synthesize it. The reactants are: [F:1][C:2]1[CH:3]=[C:4]([C:8]2[C:17]3[C:12](=[CH:13][C:14]([O:18][CH3:19])=[CH:15][CH:16]=3)[C:11](=[O:20])[NH:10][N:9]=2)[CH:5]=[CH:6][CH:7]=1.[Li+].C[Si]([N-][Si](C)(C)C)(C)C.Br[CH2:32][C:33]([N:35]([CH3:46])[C:36]1[CH:45]=[CH:44][C:39]2[N:40]=[C:41]([CH3:43])[O:42][C:38]=2[CH:37]=1)=[O:34]. (3) Given the product [Br:1][C:2]1[S:3][C:4]([C:27]([C:23]2[O:22][CH:26]=[CH:25][CH:24]=2)=[O:28])=[CH:5][C:6]=1[CH2:7][C:8]#[N:9], predict the reactants needed to synthesize it. The reactants are: [Br:1][C:2]1[S:3][CH:4]=[CH:5][C:6]=1[CH2:7][C:8]#[N:9].[Cl-].[Al+3].[Al+3].[Al+3].[Cl-].[Cl-].[Cl-].[Cl-].[Cl-].[Cl-].[Cl-].[Cl-].[O:22]1[CH:26]=[CH:25][CH:24]=[C:23]1[C:27](Cl)=[O:28].O. (4) Given the product [F:35][C:2]([F:1])([CH3:34])[C:3]([NH:5][C@@H:6]([CH3:33])[C@H:7]([O:14][C:15]1[CH:16]=[C:17]2[C:21](=[CH:22][CH:23]=1)[N:20]([C:24]1[CH:32]=[CH:31][CH:30]=[C:26]([C:27]([N:29]3[CH2:40][CH2:39][CH2:38][C@@H:37]3[CH2:41][OH:42])=[O:28])[CH:25]=1)[N:19]=[CH:18]2)[C:8]1[CH:9]=[CH:10][CH:11]=[CH:12][CH:13]=1)=[O:4], predict the reactants needed to synthesize it. The reactants are: [F:1][C:2]([F:35])([CH3:34])[C:3]([NH:5][C@@H:6]([CH3:33])[C@H:7]([O:14][C:15]1[CH:16]=[C:17]2[C:21](=[CH:22][CH:23]=1)[N:20]([C:24]1[CH:25]=[C:26]([CH:30]=[CH:31][CH:32]=1)[C:27]([NH2:29])=[O:28])[N:19]=[CH:18]2)[C:8]1[CH:13]=[CH:12][CH:11]=[CH:10][CH:9]=1)=[O:4].N1[CH2:40][CH2:39][CH2:38][C@@H:37]1[CH2:41][OH:42]. (5) Given the product [Cl:22][C:14]1[C:13]2[N:12]=[CH:11][N:10]([C:7]3[CH:8]=[CH:9][C:4]([N+:1]([O-:3])=[O:2])=[CH:5][CH:6]=3)[C:18]=2[CH:17]=[CH:16][N:15]=1, predict the reactants needed to synthesize it. The reactants are: [N+:1]([C:4]1[CH:9]=[CH:8][C:7]([N:10]2[C:18]3[CH:17]=[CH:16][N+:15]([O-])=[CH:14][C:13]=3[N:12]=[CH:11]2)=[CH:6][CH:5]=1)([O-:3])=[O:2].P(Cl)(Cl)([Cl:22])=O. (6) The reactants are: [CH3:1][C:2]1[CH:7]=[CH:6][C:5]([C:8]([CH3:13])([CH3:12])[C:9]([OH:11])=[O:10])=[CH:4][CH:3]=1.S(=O)(=O)(O)O.[CH3:19]O. Given the product [CH3:1][C:2]1[CH:3]=[CH:4][C:5]([C:8]([CH3:13])([CH3:12])[C:9]([O:11][CH3:19])=[O:10])=[CH:6][CH:7]=1, predict the reactants needed to synthesize it.